Dataset: Reaction yield outcomes from USPTO patents with 853,638 reactions. Task: Predict the reaction yield, written as a fraction of the theoretical maximum amount of product (1.0 means a 100% yield; for example, 0.34 means a 34% yield). (1) The reactants are [Si]([O:8][CH:9]([C:22]1[O:23][C:24]([C:27]2[CH:33]=[CH:32][CH:31]=[CH:30][C:28]=2[NH2:29])=[CH:25][N:26]=1)[CH2:10][CH2:11][CH2:12][CH2:13][CH2:14][CH2:15][C:16]1[CH:21]=[CH:20][CH:19]=[CH:18][CH:17]=1)(C(C)(C)C)(C)C.[Si](OC(C1OC([Sn](CCCC)(CCCC)CCCC)=CN=1)CCCCCCC1C=CC=CC=1)(C(C)(C)C)(C)C.IC1C=CC=CC=1N. No catalyst specified. The product is [NH2:29][C:28]1[CH:30]=[CH:31][CH:32]=[CH:33][C:27]=1[C:24]1[O:23][C:22]([C:9](=[O:8])[CH2:10][CH2:11][CH2:12][CH2:13][CH2:14][CH2:15][C:16]2[CH:17]=[CH:18][CH:19]=[CH:20][CH:21]=2)=[N:26][CH:25]=1. The yield is 0.900. (2) The reactants are Cl[CH2:2][CH2:3][CH2:4][N:5]1[C:10]2[CH:11]=[CH:12][C:13]([CH3:15])=[CH:14][C:9]=2[O:8][CH2:7][C:6]1=[O:16].C([O-])([O-])=O.[K+].[K+].[Na+].[I-].[CH2:25]([CH:29]1[CH2:34][CH2:33][NH:32][CH2:31][CH2:30]1)[CH2:26][CH2:27][CH3:28]. The catalyst is CCCCCCC.CCOC(C)=O. The product is [CH2:25]([CH:29]1[CH2:34][CH2:33][N:32]([CH2:2][CH2:3][CH2:4][N:5]2[C:10]3[CH:11]=[CH:12][C:13]([CH3:15])=[CH:14][C:9]=3[O:8][CH2:7][C:6]2=[O:16])[CH2:31][CH2:30]1)[CH2:26][CH2:27][CH3:28]. The yield is 0.790. (3) The catalyst is C1C=CC(/C=C/C(/C=C/C2C=CC=CC=2)=O)=CC=1.C1C=CC(/C=C/C(/C=C/C2C=CC=CC=2)=O)=CC=1.C1C=CC(/C=C/C(/C=C/C2C=CC=CC=2)=O)=CC=1.[Pd].[Pd]. The yield is 0.130. The reactants are Br[C:2]1[CH:7]=[CH:6][C:5]([S:8]([NH:11][CH:12]([CH3:14])[CH3:13])(=[O:10])=[O:9])=[C:4]([F:15])[CH:3]=1.[C:16]([C:18]1[N:22]([CH3:23])[C:21](B(O)O)=[CH:20][CH:19]=1)#[N:17].[F-].[K+].C(P(C(C)(C)C)C(C)(C)C)(C)(C)C. The product is [C:16]([C:18]1[N:22]([CH3:23])[C:21]([C:2]2[CH:7]=[CH:6][C:5]([S:8]([NH:11][CH:12]([CH3:14])[CH3:13])(=[O:10])=[O:9])=[C:4]([F:15])[CH:3]=2)=[CH:20][CH:19]=1)#[N:17]. (4) The product is [O:13]=[C:9]1[CH:8]=[CH:7][C:6]2[C:11](=[CH:12][C:3]([S:18]([Cl:1])(=[O:20])=[O:19])=[CH:4][CH:5]=2)[NH:10]1. The catalyst is C(#N)C.O.O.O.[Cu](Cl)Cl.C(O)(=O)C. The yield is 0.550. The reactants are [ClH:1].N[C:3]1[CH:12]=[C:11]2[C:6]([CH:7]=[CH:8][C:9](=[O:13])[NH:10]2)=[CH:5][CH:4]=1.N([O-])=O.[Na+].[S:18](=[O:20])=[O:19]. (5) The reactants are [I:1][C:2]1[CH:3]=[C:4]2[C:9](=[CH:10][CH:11]=1)[N:8]=[C:7]([C:12]([O:14]C1C=CC([N+]([O-])=O)=CC=1)=O)[CH:6]=[N:5]2.[CH2:24]([NH:26][CH2:27][CH2:28][NH:29]C(=O)C1C=CN=C(F)C=1)[CH3:25]. No catalyst specified. The product is [CH2:24]([NH:26][CH2:27][CH2:28][NH:29][C:12]([C:7]1[CH:6]=[N:5][C:4]2[C:9](=[CH:10][CH:11]=[C:2]([I:1])[CH:3]=2)[N:8]=1)=[O:14])[CH3:25]. The yield is 0.920. (6) The reactants are [F:1][C:2]1[C:3](I)=[CH:4][C:5](=[O:21])[N:6]([CH2:8][CH2:9][C@@:10]([CH3:20])([S:16]([CH3:19])(=[O:18])=[O:17])[C:11]([O:13]CC)=[O:12])[CH:7]=1.[Cl:23][C:24]1[CH:29]=[CH:28][C:27](B(O)O)=[C:26]([F:33])[CH:25]=1.CC1CCCO1.[O-]P([O-])([O-])=O.[K+].[K+].[K+].[OH-].[Li+]. The catalyst is O.C1C=CC(P(C2C=CC=CC=2)[C-]2C=CC=C2)=CC=1.C1C=CC(P(C2C=CC=CC=2)[C-]2C=CC=C2)=CC=1.Cl[Pd]Cl.[Fe+2]. The product is [Cl:23][C:24]1[CH:29]=[CH:28][C:27]([C:3]2[C:2]([F:1])=[CH:7][N:6]([CH2:8][CH2:9][C@@:10]([CH3:20])([S:16]([CH3:19])(=[O:17])=[O:18])[C:11]([OH:13])=[O:12])[C:5](=[O:21])[CH:4]=2)=[C:26]([F:33])[CH:25]=1. The yield is 0.740. (7) The reactants are C([O:8][C:9]1[CH:21]=[C:20]2[C:12]([C:13]3[CH:14]=[CH:15][C:16]([NH:22][C:23](=[O:29])[O:24][C:25]([CH3:28])([CH3:27])[CH3:26])=[CH:17][C:18]=3[NH:19]2)=[CH:11][CH:10]=1)C1C=CC=CC=1. The catalyst is CO.[Pd]. The product is [OH:8][C:9]1[CH:21]=[C:20]2[C:12]([C:13]3[CH:14]=[CH:15][C:16]([NH:22][C:23](=[O:29])[O:24][C:25]([CH3:27])([CH3:26])[CH3:28])=[CH:17][C:18]=3[NH:19]2)=[CH:11][CH:10]=1. The yield is 1.00. (8) The reactants are [CH2:1]([C@@H:3]1[CH2:8][N:7]([CH3:9])[CH2:6][CH2:5][N:4]1[C:10]1[N:14]([CH3:15])[N:13]=[CH:12][C:11]=1[NH2:16])[CH3:2].C(OC([NH:24][C:25]1[S:29][C:28]([C:30]2[C:35]([F:36])=[CH:34][CH:33]=[CH:32][C:31]=2[F:37])=[N:27][C:26]=1[C:38](O)=[O:39])=O)(C)(C)C. No catalyst specified. The product is [NH2:24][C:25]1[S:29][C:28]([C:30]2[C:35]([F:36])=[CH:34][CH:33]=[CH:32][C:31]=2[F:37])=[N:27][C:26]=1[C:38]([NH:16][C:11]1[CH:12]=[N:13][N:14]([CH3:15])[C:10]=1[N:4]1[CH2:5][CH2:6][N:7]([CH3:9])[CH2:8][C@H:3]1[CH2:1][CH3:2])=[O:39]. The yield is 0.280. (9) The reactants are Cl.[Cl:2][C:3]1[CH:11]=[N:10][CH:9]=[CH:8][C:4]=1[C:5](Cl)=[O:6].[CH3:12][NH2:13]. The catalyst is C1COCC1. The product is [Cl:2][C:3]1[CH:11]=[N:10][CH:9]=[CH:8][C:4]=1[C:5]([NH:13][CH3:12])=[O:6]. The yield is 0.397. (10) The reactants are [CH3:1][O:2][C:3]1[C:16]([O:17][CH3:18])=[CH:15][CH:14]=[C:13]([C:19]2[CH:20]=[C:21]3[C:25](=[CH:26][CH:27]=2)[C:24](=[O:28])[O:23][CH2:22]3)[C:4]=1[O:5][CH2:6][C:7]([CH3:12])([CH3:11])[C:8](O)=[O:9].Cl.[CH3:30][N:31](C)CCCN=C=NCC.C(N(CC)CC)C.O.ON1C2C=CC=CC=2N=N1.CN.C1COCC1. The catalyst is ClCCl.O. The product is [CH3:1][O:2][C:3]1[C:16]([O:17][CH3:18])=[CH:15][CH:14]=[C:13]([C:19]2[CH:20]=[C:21]3[C:25](=[CH:26][CH:27]=2)[C:24](=[O:28])[O:23][CH2:22]3)[C:4]=1[O:5][CH2:6][C:7]([CH3:12])([CH3:11])[C:8]([NH:31][CH3:30])=[O:9]. The yield is 0.500.